Dataset: NCI-60 drug combinations with 297,098 pairs across 59 cell lines. Task: Regression. Given two drug SMILES strings and cell line genomic features, predict the synergy score measuring deviation from expected non-interaction effect. Drug 1: CC(C)NC(=O)C1=CC=C(C=C1)CNNC.Cl. Drug 2: COC1=C2C(=CC3=C1OC=C3)C=CC(=O)O2. Cell line: SNB-19. Synergy scores: CSS=-0.719, Synergy_ZIP=-0.0521, Synergy_Bliss=-0.112, Synergy_Loewe=-2.38, Synergy_HSA=-1.27.